This data is from Forward reaction prediction with 1.9M reactions from USPTO patents (1976-2016). The task is: Predict the product of the given reaction. Given the reactants [N:1]1[CH:6]=[CH:5][CH:4]=[C:3]([C:7]2[N:8]=[C:9]([NH2:12])[S:10][CH:11]=2)[CH:2]=1.[CH2:13]([C:16]1[CH:21]=[CH:20][C:19]([S:22](Cl)(=[O:24])=[O:23])=[CH:18][CH:17]=1)[CH2:14][CH3:15], predict the reaction product. The product is: [CH2:13]([C:16]1[CH:21]=[CH:20][C:19]([S:22]([NH:12][C:9]2[S:10][CH:11]=[C:7]([C:3]3[CH:2]=[N:1][CH:6]=[CH:5][CH:4]=3)[N:8]=2)(=[O:24])=[O:23])=[CH:18][CH:17]=1)[CH2:14][CH3:15].